From a dataset of Forward reaction prediction with 1.9M reactions from USPTO patents (1976-2016). Predict the product of the given reaction. (1) Given the reactants Cl[CH2:2][C:3]([NH2:5])=[O:4].C(=O)([O-])[O-].[K+].[K+].[C:12]([O:16][C:17]([N:19]1[CH2:24][CH2:23][N:22]([C:25]2[CH:26]=[CH:27][C:28]([OH:33])=[C:29]([CH:32]=2)[CH:30]=O)[CH2:21][CH2:20]1)=[O:18])([CH3:15])([CH3:14])[CH3:13], predict the reaction product. The product is: [C:12]([O:16][C:17]([N:19]1[CH2:20][CH2:21][N:22]([C:25]2[CH:26]=[CH:27][C:28]3[O:33][C:2]([C:3]([NH2:5])=[O:4])=[CH:30][C:29]=3[CH:32]=2)[CH2:23][CH2:24]1)=[O:18])([CH3:15])([CH3:13])[CH3:14]. (2) Given the reactants [CH:1]1([C:4]2[CH:12]=[C:11]3[C:7]([CH:8]=[C:9]([C:20]4[CH:25]=[CH:24][C:23]([S:26](=[O:35])(=[O:34])[NH:27][C@@H:28]([CH3:33])[C:29]([F:32])([F:31])[F:30])=[CH:22][N:21]=4)[N:10]3[C:13]([O:15][C:16]([CH3:19])([CH3:18])[CH3:17])=[O:14])=[CH:6][CH:5]=2)[CH2:3][CH2:2]1.C([O-])([O-])=O.[K+].[K+].[CH2:42](Br)[CH:43]=[CH2:44], predict the reaction product. The product is: [CH2:44]([N:27]([C@@H:28]([CH3:33])[C:29]([F:31])([F:30])[F:32])[S:26]([C:23]1[CH:24]=[CH:25][C:20]([C:9]2[N:10]([C:13]([O:15][C:16]([CH3:18])([CH3:19])[CH3:17])=[O:14])[C:11]3[C:7]([CH:8]=2)=[CH:6][CH:5]=[C:4]([CH:1]2[CH2:3][CH2:2]2)[CH:12]=3)=[N:21][CH:22]=1)(=[O:35])=[O:34])[CH:43]=[CH2:42]. (3) Given the reactants [Cl:1][C:2]1[C:7]([S:8](Cl)(=[O:10])=[O:9])=[CH:6][CH:5]=[CH:4][N:3]=1.[CH3:12][O:13][C:14]1[CH:15]=[C:16]([NH2:21])[CH:17]=[N:18][C:19]=1[CH3:20].N1C=CC=CC=1, predict the reaction product. The product is: [Cl:1][C:2]1[C:7]([S:8]([NH:21][C:16]2[CH:17]=[N:18][C:19]([CH3:20])=[C:14]([O:13][CH3:12])[CH:15]=2)(=[O:10])=[O:9])=[CH:6][CH:5]=[CH:4][N:3]=1. (4) Given the reactants Cl[C:2]1[C:11]([CH3:12])=[C:10]([Cl:13])[C:9]2[C:4](=[CH:5][C:6]([F:15])=[CH:7][C:8]=2[F:14])[N:3]=1.[CH3:16][C:17]1[CH:22]=[CH:21][N:20]=[C:19]([Sn](CCCC)(CCCC)CCCC)[CH:18]=1, predict the reaction product. The product is: [Cl:13][C:10]1[C:9]2[C:4](=[CH:5][C:6]([F:15])=[CH:7][C:8]=2[F:14])[N:3]=[C:2]([C:19]2[CH:18]=[C:17]([CH3:16])[CH:22]=[CH:21][N:20]=2)[C:11]=1[CH3:12]. (5) The product is: [Cl:25][C:24]1[CH:23]=[CH:22][C:21]([O:17][C:15]2[CH:10]=[CH:11][CH:12]=[CH:13][CH:14]=2)=[CH:20][C:19]=1[NH2:18]. Given the reactants P([O-])([O-])([O-])=O.[K+].[K+].[K+].N1[CH:14]=[CH:13][CH:12]=[CH:11][C:10]=1[C:15]([OH:17])=O.[NH2:18][C:19]1[CH:20]=[C:21](O)[CH:22]=[CH:23][C:24]=1[Cl:25].IC1C=CC=CC=1, predict the reaction product. (6) Given the reactants [NH2:1][C:2]1[C:7]([C:8]#[N:9])=[CH:6][C:5]([C:10]2[CH:15]=[CH:14][C:13]([O:16][CH3:17])=[CH:12][CH:11]=2)=[CH:4][C:3]=1[C:18]1[CH:23]=[CH:22][C:21]([O:24][CH3:25])=[CH:20][CH:19]=1.Cl.N([O-])=O.[Na+].[N-:31]=[N+:32]=[N-].[Na+], predict the reaction product. The product is: [N:1]([C:2]1[C:7]([C:8]#[N:9])=[CH:6][C:5]([C:10]2[CH:11]=[CH:12][C:13]([O:16][CH3:17])=[CH:14][CH:15]=2)=[CH:4][C:3]=1[C:18]1[CH:23]=[CH:22][C:21]([O:24][CH3:25])=[CH:20][CH:19]=1)=[N+:31]=[N-:32].